This data is from Forward reaction prediction with 1.9M reactions from USPTO patents (1976-2016). The task is: Predict the product of the given reaction. (1) Given the reactants [Cl:1][C:2]1[CH:7]=[CH:6][C:5]([C@H:8]2[N:15]3[C:11]([S:12][C:13]([C:19](O)=[O:20])=[C:14]3[CH:16]([CH3:18])[CH3:17])=[N:10][C@:9]2([C:23]2[CH:28]=[CH:27][C:26]([Cl:29])=[CH:25][CH:24]=2)[CH3:22])=[CH:4][CH:3]=1.[NH:30]1[CH2:34][C@H:33]([OH:35])[C@H:32]([OH:36])[CH2:31]1, predict the reaction product. The product is: [Cl:1][C:2]1[CH:7]=[CH:6][C:5]([C@H:8]2[N:15]3[C:11]([S:12][C:13]([C:19]([N:30]4[CH2:34][C@H:33]([OH:35])[C@H:32]([OH:36])[CH2:31]4)=[O:20])=[C:14]3[CH:16]([CH3:18])[CH3:17])=[N:10][C@:9]2([C:23]2[CH:28]=[CH:27][C:26]([Cl:29])=[CH:25][CH:24]=2)[CH3:22])=[CH:4][CH:3]=1. (2) Given the reactants [I:1]I.C([Sn](CCCC)(CCCC)[C:8]1[CH:9]=[C:10](/[CH:24]=[CH:25]/[C:26]2[CH:31]=[CH:30][C:29]([N:32]([CH3:34])[CH3:33])=[CH:28][CH:27]=2)[CH:11]=[N:12][C:13]=1[O:14][CH2:15][CH2:16][O:17][CH2:18][CH2:19][O:20][CH2:21][CH2:22][F:23])CCC.C(Cl)Cl, predict the reaction product. The product is: [I:1][C:8]1[CH:9]=[C:10](/[CH:24]=[CH:25]/[C:26]2[CH:31]=[CH:30][C:29]([N:32]([CH3:34])[CH3:33])=[CH:28][CH:27]=2)[CH:11]=[N:12][C:13]=1[O:14][CH2:15][CH2:16][O:17][CH2:18][CH2:19][O:20][CH2:21][CH2:22][F:23]. (3) The product is: [CH3:9][O:8][C:6]1[C:5]([N+:10]([O-:12])=[O:11])=[CH:4][C:3]([CH3:13])=[C:2]([N:14]2[CH2:15][CH2:16][CH:17]([NH:20][C:21](=[O:27])[O:22][C:23]([CH3:25])([CH3:24])[CH3:26])[CH2:18][CH2:19]2)[CH:7]=1. Given the reactants F[C:2]1[CH:7]=[C:6]([O:8][CH3:9])[C:5]([N+:10]([O-:12])=[O:11])=[CH:4][C:3]=1[CH3:13].[NH:14]1[CH2:19][CH2:18][CH:17]([NH:20][C:21](=[O:27])[O:22][C:23]([CH3:26])([CH3:25])[CH3:24])[CH2:16][CH2:15]1, predict the reaction product. (4) Given the reactants [F:1][C:2]1[CH:7]=[C:6]([F:8])[CH:5]=[CH:4][C:3]=1/[CH:9]=[CH:10]/[C:11]1[CH:16]=[CH:15][C:14]([S:17]([O-:19])=[O:18])=[CH:13][CH:12]=1.[Na+].FC1C=C(F)C=CC=1C=C.Cl[C:32]1[C:37]([C:38](=[O:40])[CH3:39])=[CH:36][CH:35]=[CH:34][N:33]=1.O, predict the reaction product. The product is: [F:1][C:2]1[CH:7]=[C:6]([F:8])[CH:5]=[CH:4][C:3]=1/[CH:9]=[CH:10]/[C:11]1[CH:16]=[CH:15][C:14]([S:17]([C:32]2[C:37]([C:38](=[O:40])[CH3:39])=[CH:36][CH:35]=[CH:34][N:33]=2)(=[O:19])=[O:18])=[CH:13][CH:12]=1. (5) The product is: [O:12]1[C:19]2[CH:18]=[C:17]([C:20]([O:22][CH:23]([O:11][C:9](=[O:10])[CH3:6])[CH:32]([CH3:33])[CH3:35])=[O:21])[NH:16][C:15]=2[CH:14]=[CH:13]1. Given the reactants O1C2C=[C:6]([C:9]([OH:11])=[O:10])NC=2C=C1.[O:12]1[C:19]2[CH:18]=[C:17]([C:20]([O:22][CH2:23]Cl)=[O:21])[NH:16][C:15]=2[CH:14]=[CH:13]1.[Na+].[I-].CCN([CH2:32][CH3:33])CC.O1CCOC[CH2:35]1, predict the reaction product. (6) Given the reactants [NH2:1][C:2]1[N:7]=[CH:6][N:5]=[C:4]([NH:8][C@H:9]([C:11]2[N:16]([C:17]3[CH:22]=[CH:21][CH:20]=[CH:19][CH:18]=3)[C:15](=[O:23])[C:14]3=[C:24]([CH3:27])[CH:25]=[CH:26][N:13]3[N:12]=2)[CH3:10])[C:3]=1Br.[CH3:29][O:30][C:31]1[CH:32]=[C:33]([CH:44]=[CH:45][CH:46]=1)[CH2:34]B1OC(C)(C)C(C)(C)O1.C(=O)([O-])[O-].[Na+].[Na+], predict the reaction product. The product is: [NH2:1][C:2]1[N:7]=[CH:6][N:5]=[C:4]([NH:8][C@H:9]([C:11]2[N:16]([C:17]3[CH:22]=[CH:21][CH:20]=[CH:19][CH:18]=3)[C:15](=[O:23])[C:14]3=[C:24]([CH3:27])[CH:25]=[CH:26][N:13]3[N:12]=2)[CH3:10])[C:3]=1[CH2:34][C:33]1[CH:44]=[CH:45][CH:46]=[C:31]([O:30][CH3:29])[CH:32]=1. (7) Given the reactants CN(C)CCN[C:6]1[C:18]2[C:17](=[O:19])[C:16]3C=CN=[CH:12][C:11]=3[C:10]=2[C:9]2[CH:20]=[CH:21][C:22]([O:24][CH3:25])=[CH:23][C:8]=2[N:7]=1.Cl.[CH3:28][N:29]([CH3:33])[CH2:30][CH2:31][SH:32].[CH2:34]([N:36](CC)[CH2:37]C)C.[H-].[Na+], predict the reaction product. The product is: [CH3:28][N:29]([CH3:33])[CH2:30][CH2:31][S:32][C:6]1[C:18]2[C:17](=[O:19])[C:16]3[CH:37]=[N:36][CH:34]=[CH:12][C:11]=3[C:10]=2[C:9]2[CH:20]=[CH:21][C:22]([O:24][CH3:25])=[CH:23][C:8]=2[N:7]=1. (8) The product is: [F:50][C:46]1[CH:45]=[C:44]([NH:43][C:41](=[O:42])[CH2:40][C:38]2[NH:37][N:36]=[C:35]([NH:34][C:28]3[C:27]4[C:32](=[CH:33][C:24]([O:23][CH2:22][CH2:21][CH2:20][NH:19][C:16]([CH3:17])([CH3:18])[CH2:15][CH2:14][OH:13])=[CH:25][CH:26]=4)[N:31]=[CH:30][N:29]=3)[CH:39]=2)[CH:49]=[CH:48][CH:47]=1. Given the reactants P([O:13][CH2:14][CH2:15][C:16]([NH:19][CH2:20][CH2:21][CH2:22][O:23][C:24]1[CH:33]=[C:32]2[C:27]([C:28]([NH:34][C:35]3[CH:39]=[C:38]([CH2:40][C:41]([NH:43][C:44]4[CH:49]=[CH:48][CH:47]=[C:46]([F:50])[CH:45]=4)=[O:42])[NH:37][N:36]=3)=[N:29][CH:30]=[N:31]2)=[CH:26][CH:25]=1)([CH3:18])[CH3:17])(OC(C)(C)C)(OC(C)(C)C)=O.NC(C)(C)CCO, predict the reaction product. (9) Given the reactants [CH3:1][O:2][C:3]1[CH:8]=[CH:7][N:6]=[C:5]([NH2:9])[N:4]=1.[N+:10]([C:12]1[CH:21]=[CH:20][C:15]2[O:16][CH2:17][CH2:18][O:19][C:14]=2[CH:13]=1)#[C-:11].[F:22][C:23]1[CH:30]=[C:29]([O:31][CH2:32][CH2:33][F:34])[CH:28]=[C:27]([F:35])[C:24]=1[CH:25]=O.[Cl-].[In+3].[Cl-].[Cl-], predict the reaction product. The product is: [F:22][C:23]1[CH:30]=[C:29]([O:31][CH2:32][CH2:33][F:34])[CH:28]=[C:27]([F:35])[C:24]=1[C:25]1[N:9]=[C:5]2[N:6]=[CH:7][CH:8]=[C:3]([O:2][CH3:1])[N:4]2[C:11]=1[NH:10][C:12]1[CH:21]=[CH:20][C:15]2[O:16][CH2:17][CH2:18][O:19][C:14]=2[CH:13]=1. (10) Given the reactants [NH2:1][C:2]1[C:7]([Cl:8])=[CH:6][C:5]([N:9]([CH3:20])[CH2:10][CH2:11][NH:12][C:13](=[O:19])[O:14][C:15]([CH3:18])([CH3:17])[CH3:16])=[C:4]([C:21]#[N:22])[CH:3]=1.Cl[C:24]1[N:29]=[C:28]([N:30]([CH:40]2[CH2:42][CH2:41]2)[CH2:31][C:32]2[CH:37]=[CH:36][C:35]([O:38][CH3:39])=[CH:34][CH:33]=2)[C:27]2=[N:43][CH:44]=[C:45]([C:46]#[N:47])[N:26]2[N:25]=1.C([O-])([O-])=O.[Cs+].[Cs+].C1(P(C2C=CC=CC=2)C2C3OC4C(=CC=CC=4P(C4C=CC=CC=4)C4C=CC=CC=4)C(C)(C)C=3C=CC=2)C=CC=CC=1, predict the reaction product. The product is: [Cl:8][C:7]1[C:2]([NH:1][C:24]2[N:29]=[C:28]([N:30]([CH:40]3[CH2:42][CH2:41]3)[CH2:31][C:32]3[CH:37]=[CH:36][C:35]([O:38][CH3:39])=[CH:34][CH:33]=3)[C:27]3=[N:43][CH:44]=[C:45]([C:46]#[N:47])[N:26]3[N:25]=2)=[CH:3][C:4]([C:21]#[N:22])=[C:5]([N:9]([CH3:20])[CH2:10][CH2:11][NH:12][C:13](=[O:19])[O:14][C:15]([CH3:18])([CH3:16])[CH3:17])[CH:6]=1.